The task is: Predict the reaction yield, written as a fraction of the theoretical maximum amount of product (1.0 means a 100% yield; for example, 0.34 means a 34% yield).. This data is from Reaction yield outcomes from USPTO patents with 853,638 reactions. (1) No catalyst specified. The reactants are Br[C:2]1[CH:23]=[CH:22][C:5]([C:6]([NH:8][S:9]([C:12]2[CH:17]=[CH:16][CH:15]=[CH:14][C:13]=2[S:18](=[O:21])(=[O:20])[NH2:19])(=[O:11])=[O:10])=[O:7])=[CH:4][C:3]=1[O:24][CH2:25][CH2:26][O:27][CH2:28][CH2:29][O:30][CH3:31].[CH3:32][C:33]([CH3:46])([CH3:45])[C:34]#[C:35]B(OC(C)C)OC(C)C. The yield is 0.280. The product is [CH3:32][C:33]([CH3:46])([CH3:45])[C:34]#[C:35][C:2]1[CH:23]=[CH:22][C:5]([C:6]([NH:8][S:9]([C:12]2[CH:17]=[CH:16][CH:15]=[CH:14][C:13]=2[S:18](=[O:21])(=[O:20])[NH2:19])(=[O:11])=[O:10])=[O:7])=[CH:4][C:3]=1[O:24][CH2:25][CH2:26][O:27][CH2:28][CH2:29][O:30][CH3:31]. (2) The yield is 0.650. The product is [CH2:41]([C@:5]1([OH:4])[C:38]2[CH:37]=[C:36]3[N:11]([CH2:12][C:13]4[C:14]3=[N:15][C:16]3[C:17]5[C:18]=4[N:19]([CH2:31][CH2:32][CH2:33][CH2:34][CH3:35])[C:20]([CH2:26][OH:27])=[N:21][C:22]=5[CH:23]=[CH:24][CH:25]=3)[C:10](=[O:39])[C:9]=2[CH2:8][O:7][C:6]1=[O:40])[CH3:42]. The catalyst is CO. The reactants are C([O:4][C@@:5]1([CH2:41][CH3:42])[C:38]2[CH:37]=[C:36]3[N:11]([CH2:12][C:13]4[C:14]3=[N:15][C:16]3[C:17]5[C:18]=4[N:19]([CH2:31][CH2:32][CH2:33][CH2:34][CH3:35])[C:20]([CH2:26][O:27]C(=O)C)=[N:21][C:22]=5[CH:23]=[CH:24][CH:25]=3)[C:10](=[O:39])[C:9]=2[CH2:8][O:7][C:6]1=[O:40])(=O)C.NN.Cl. (3) The reactants are [Br:1][C:2]1[CH:3]=[C:4]([CH2:8]O)[CH:5]=[N:6][CH:7]=1.[C:10]1(=[O:20])[NH:14][C:13](=[O:15])[C:12]2=[CH:16][CH:17]=[CH:18][CH:19]=[C:11]12.C1C=CC(P(C2C=CC=CC=2)C2C=CC=CC=2)=CC=1.CCOC(/N=N/C(OCC)=O)=O. The catalyst is C1COCC1. The product is [Br:1][C:2]1[CH:3]=[C:4]([CH2:8][N:14]2[C:10](=[O:20])[C:11]3[C:12](=[CH:16][CH:17]=[CH:18][CH:19]=3)[C:13]2=[O:15])[CH:5]=[N:6][CH:7]=1. The yield is 0.823.